Task: Binary Classification. Given a drug SMILES string, predict its activity (active/inactive) in a high-throughput screening assay against a specified biological target.. Dataset: Cav3 T-type calcium channel HTS with 100,875 compounds (1) The molecule is S(CC(=O)NC1C(CCCC1)C)c1n(c(nn1)CNC(=O)COc1ccc(C(C)C)cc1)CC. The result is 0 (inactive). (2) The drug is S(CC(=O)N(C(C)C)Cc1onc(n1)c1ccccc1)c1ccc(cc1)C. The result is 0 (inactive). (3) The drug is Brc1ccc(C2=Nn3c(nnc3SC2)c2n[nH]c3c2CCC3)cc1. The result is 0 (inactive). (4) The molecule is S(=O)(=O)(NCc1n(CCC)c2c(n1)cccc2)c1ccc(cc1)C. The result is 0 (inactive). (5) The drug is S(CC(=O)c1c(c([nH]c1C)C)C(OCC)=O)c1n(nnn1)c1ccccc1. The result is 0 (inactive).